Dataset: Forward reaction prediction with 1.9M reactions from USPTO patents (1976-2016). Task: Predict the product of the given reaction. (1) Given the reactants [C:1]([O:5][C:6]([NH:8][C:9]1[CH:14]=[CH:13][C:12]([CH2:15][C:16]([OH:18])=O)=[CH:11][CH:10]=1)=[O:7])([CH3:4])([CH3:3])[CH3:2].[Cl:19][C:20]1[CH:21]=[C:22]([CH:24]=[CH:25][C:26]=1[Cl:27])[NH2:23], predict the reaction product. The product is: [Cl:19][C:20]1[CH:21]=[C:22]([NH:23][C:16](=[O:18])[CH2:15][C:12]2[CH:11]=[CH:10][C:9]([NH:8][C:6](=[O:7])[O:5][C:1]([CH3:2])([CH3:3])[CH3:4])=[CH:14][CH:13]=2)[CH:24]=[CH:25][C:26]=1[Cl:27]. (2) Given the reactants [CH2:1]([C:3]1[O:4][CH:5]=[CH:6][CH:7]=1)[CH3:2].[C:8]1(=[O:14])[O:13][C:11](=[O:12])[CH:10]=[CH:9]1, predict the reaction product. The product is: [CH2:1]([C:3]12[O:4][CH:5]([CH:9]3[CH:10]1[C:11](=[O:12])[O:13][C:8]3=[O:14])[CH:6]=[CH:7]2)[CH3:2]. (3) Given the reactants [Cl:1][C:2]1[CH:3]=[C:4]([CH:10]([C:24]([F:27])([F:26])[F:25])/[CH:11]=[CH:12]/[C:13]2[CH:14]=[C:15]3[C:19](=[CH:20][CH:21]=2)[N:18]([N:22]=O)[CH2:17][CH2:16]3)[CH:5]=[C:6]([Cl:9])[C:7]=1[F:8].[NH4+].[Cl-], predict the reaction product. The product is: [Cl:1][C:2]1[CH:3]=[C:4]([CH:10]([C:24]([F:25])([F:26])[F:27])/[CH:11]=[CH:12]/[C:13]2[CH:14]=[C:15]3[C:19](=[CH:20][CH:21]=2)[N:18]([NH2:22])[CH2:17][CH2:16]3)[CH:5]=[C:6]([Cl:9])[C:7]=1[F:8]. (4) Given the reactants [Cl:1][C:2]1[CH:3]=[C:4]([C:9]([N:11]2[CH2:16][CH2:15][CH2:14][CH:13]([CH2:17][CH3:18])[CH2:12]2)=[O:10])[CH:5]=[N:6][C:7]=1Cl.[Cl:19][C:20]1[CH:26]=[CH:25][C:23]([NH2:24])=[CH:22][CH:21]=1.C(=O)([O-])[O-].[K+].[K+].CCOC(C)=O, predict the reaction product. The product is: [Cl:1][C:2]1[CH:3]=[C:4]([C:9]([N:11]2[CH2:16][CH2:15][CH2:14][CH:13]([CH2:17][CH3:18])[CH2:12]2)=[O:10])[CH:5]=[N:6][C:7]=1[NH:24][C:23]1[CH:25]=[CH:26][C:20]([Cl:19])=[CH:21][CH:22]=1. (5) The product is: [C:46]([O:45][C:43]([NH:5][C@@H:4]([CH2:32][C@@H:30]1[CH2:31][C@H:27]([OH:26])[C@@H:28]([F:34])[CH2:29]1)[C:9]([O:10][CH3:11])=[O:53])=[O:44])([CH3:47])([CH3:48])[CH3:49]. Given the reactants C([C@@H:4]1[C:9]([O:10][CH3:11])=[N:5][CH2:4][C:9]([O:10][CH3:11])=[N:5]1)(C)C.[Li]CCCC.C([Si]([O:26][C@@H:27]1[CH2:31][C@H:30]([CH2:32]I)[CH2:29][C@H:28]1[F:34])(C)C)(C)(C)C.[C:43](O[C:43]([O:45][C:46]([CH3:49])([CH3:48])[CH3:47])=[O:44])([O:45][C:46]([CH3:49])([CH3:48])[CH3:47])=[O:44].C1C[O:53]CC1, predict the reaction product. (6) Given the reactants C(OC([NH:8][C:9]1[S:10][CH:11]=[C:12]([CH2:14][CH2:15][N:16]([C:24]2[CH:29]=[CH:28][C:27]([NH:30][C:31]([C:33]3[CH2:38][CH2:37][CH2:36][CH2:35][C:34]=3[C:39]3[CH:44]=[CH:43][C:42]([C:45]([F:48])([F:47])[F:46])=[CH:41][CH:40]=3)=[O:32])=[CH:26][CH:25]=2)C(=O)OC(C)(C)C)[N:13]=1)=O)(C)(C)C.FC(F)(F)C(O)=O, predict the reaction product. The product is: [NH2:8][C:9]1[S:10][CH:11]=[C:12]([CH2:14][CH2:15][NH:16][C:24]2[CH:29]=[CH:28][C:27]([NH:30][C:31]([C:33]3[CH2:38][CH2:37][CH2:36][CH2:35][C:34]=3[C:39]3[CH:40]=[CH:41][C:42]([C:45]([F:48])([F:46])[F:47])=[CH:43][CH:44]=3)=[O:32])=[CH:26][CH:25]=2)[N:13]=1. (7) Given the reactants [H-].[Na+].[CH3:3][S:4]([NH2:7])(=[O:6])=[O:5].[CH:8]1([N:11]2[C:15]([C:16]3[CH:17]=[C:18]([CH:22]4[CH2:31][C:30]([CH3:33])([CH3:32])[C:29]5[C:24](=[CH:25][CH:26]=[C:27]([C:34](O)=[O:35])[CH:28]=5)[NH:23]4)[CH:19]=[CH:20][CH:21]=3)=[N:14][N:13]=[N:12]2)[CH2:10][CH2:9]1.C(N1C=CN=C1)(N1C=CN=C1)=O, predict the reaction product. The product is: [CH:8]1([N:11]2[C:15]([C:16]3[CH:17]=[C:18]([CH:22]4[CH2:31][C:30]([CH3:32])([CH3:33])[C:29]5[C:24](=[CH:25][CH:26]=[C:27]([C:34]([NH:7][S:4]([CH3:3])(=[O:6])=[O:5])=[O:35])[CH:28]=5)[NH:23]4)[CH:19]=[CH:20][CH:21]=3)=[N:14][N:13]=[N:12]2)[CH2:10][CH2:9]1. (8) Given the reactants [I:1][C:2]1[CH:7]=[CH:6][C:5]([N+:8]([O-])=O)=[CH:4][C:3]=1[C:11]1[NH:15][C:14]2[C:16]3[C:21]([C:22]4[CH:23]=[CH:24][CH:25]=[CH:26][C:27]=4[C:13]=2[N:12]=1)=[CH:20][CH:19]=[CH:18][CH:17]=3.Cl.O.[OH-].[NH4+], predict the reaction product. The product is: [I:1][C:2]1[CH:7]=[CH:6][C:5]([NH2:8])=[CH:4][C:3]=1[C:11]1[NH:12][C:13]2[C:27]3[C:22]([C:21]4[CH:20]=[CH:19][CH:18]=[CH:17][C:16]=4[C:14]=2[N:15]=1)=[CH:23][CH:24]=[CH:25][CH:26]=3.